From a dataset of Peptide-MHC class I binding affinity with 185,985 pairs from IEDB/IMGT. Regression. Given a peptide amino acid sequence and an MHC pseudo amino acid sequence, predict their binding affinity value. This is MHC class I binding data. (1) The peptide sequence is VYIPPYCTI. The MHC is HLA-A01:01 with pseudo-sequence HLA-A01:01. The binding affinity (normalized) is 0. (2) The peptide sequence is RMMGVKYLM. The MHC is HLA-B27:20 with pseudo-sequence HLA-B27:20. The binding affinity (normalized) is 0.674. (3) The peptide sequence is YMLWNSWLS. The MHC is HLA-A11:01 with pseudo-sequence HLA-A11:01. The binding affinity (normalized) is 0.0847. (4) The peptide sequence is NIREGTHVLL. The MHC is HLA-A02:02 with pseudo-sequence HLA-A02:02. The binding affinity (normalized) is 0.160. (5) The MHC is HLA-B07:02 with pseudo-sequence HLA-B07:02. The binding affinity (normalized) is 0.0847. The peptide sequence is LMKAPGTYH. (6) The MHC is HLA-B40:01 with pseudo-sequence HLA-B40:01. The peptide sequence is QARQMVQAM. The binding affinity (normalized) is 0.0847. (7) The peptide sequence is RAIRGEQL. The MHC is HLA-B27:05 with pseudo-sequence HLA-B27:05. The binding affinity (normalized) is 0.136.